Dataset: NCI-60 drug combinations with 297,098 pairs across 59 cell lines. Task: Regression. Given two drug SMILES strings and cell line genomic features, predict the synergy score measuring deviation from expected non-interaction effect. (1) Drug 1: CC1=CC=C(C=C1)C2=CC(=NN2C3=CC=C(C=C3)S(=O)(=O)N)C(F)(F)F. Drug 2: CC1CCC2CC(C(=CC=CC=CC(CC(C(=O)C(C(C(=CC(C(=O)CC(OC(=O)C3CCCCN3C(=O)C(=O)C1(O2)O)C(C)CC4CCC(C(C4)OC)OCCO)C)C)O)OC)C)C)C)OC. Cell line: NCI-H226. Synergy scores: CSS=0.725, Synergy_ZIP=1.19, Synergy_Bliss=2.03, Synergy_Loewe=-2.97, Synergy_HSA=-1.73. (2) Drug 1: CC12CCC3C(C1CCC2=O)CC(=C)C4=CC(=O)C=CC34C. Drug 2: C1=CN(C(=O)N=C1N)C2C(C(C(O2)CO)O)O.Cl. Cell line: HCC-2998. Synergy scores: CSS=51.5, Synergy_ZIP=-1.55, Synergy_Bliss=3.93, Synergy_Loewe=4.40, Synergy_HSA=5.14. (3) Drug 1: C1=CN(C=N1)CC(O)(P(=O)(O)O)P(=O)(O)O. Drug 2: CC(C)NC(=O)C1=CC=C(C=C1)CNNC.Cl. Cell line: SK-MEL-5. Synergy scores: CSS=2.92, Synergy_ZIP=0.916, Synergy_Bliss=2.56, Synergy_Loewe=3.27, Synergy_HSA=1.61. (4) Synergy scores: CSS=-3.62, Synergy_ZIP=0.104, Synergy_Bliss=-2.35, Synergy_Loewe=-4.39, Synergy_HSA=-4.51. Cell line: NCI-H522. Drug 1: C1=CC(=CC=C1C#N)C(C2=CC=C(C=C2)C#N)N3C=NC=N3. Drug 2: CC1=C(C=C(C=C1)NC(=O)C2=CC=C(C=C2)CN3CCN(CC3)C)NC4=NC=CC(=N4)C5=CN=CC=C5. (5) Drug 1: CCC1=C2CN3C(=CC4=C(C3=O)COC(=O)C4(CC)O)C2=NC5=C1C=C(C=C5)O. Drug 2: C1C(C(OC1N2C=NC(=NC2=O)N)CO)O. Cell line: RXF 393. Synergy scores: CSS=15.3, Synergy_ZIP=-1.25, Synergy_Bliss=0.706, Synergy_Loewe=-5.34, Synergy_HSA=1.09. (6) Drug 1: C1=CC(=CC=C1CCCC(=O)O)N(CCCl)CCCl. Drug 2: C1=NC2=C(N1)C(=S)N=CN2. Cell line: MDA-MB-435. Synergy scores: CSS=1.10, Synergy_ZIP=-12.4, Synergy_Bliss=-29.7, Synergy_Loewe=-58.3, Synergy_HSA=-29.0. (7) Drug 1: CN1C(=O)N2C=NC(=C2N=N1)C(=O)N. Drug 2: CCCCC(=O)OCC(=O)C1(CC(C2=C(C1)C(=C3C(=C2O)C(=O)C4=C(C3=O)C=CC=C4OC)O)OC5CC(C(C(O5)C)O)NC(=O)C(F)(F)F)O. Cell line: OVCAR3. Synergy scores: CSS=40.3, Synergy_ZIP=0.337, Synergy_Bliss=0.989, Synergy_Loewe=-23.6, Synergy_HSA=0.542.